Task: Predict which catalyst facilitates the given reaction.. Dataset: Catalyst prediction with 721,799 reactions and 888 catalyst types from USPTO (1) Reactant: C(OC([NH:11][C:12]1[C:13]([C:28]([NH:30][C:31]2[CH:32]=[N:33][CH:34]=[CH:35][C:36]=2[N:37]2[CH2:42][C@H:41]([CH3:43])[C@H:40]([NH:44][C:45](=[O:48])[O:46][CH3:47])[C@H:39]([NH:49]C(=O)OC(C)(C)C)[CH2:38]2)=[O:29])=[N:14][C:15]2[C:20]([CH:21]=1)=[CH:19][CH:18]=[C:17]([C:22]1[CH2:23][CH2:24][O:25][CH2:26][CH:27]=1)[CH:16]=2)=O)C1C=CC=CC=1. Product: [NH2:49][C@H:39]1[C@@H:40]([NH:44][C:45](=[O:48])[O:46][CH3:47])[C@@H:41]([CH3:43])[CH2:42][N:37]([C:36]2[CH:35]=[CH:34][N:33]=[CH:32][C:31]=2[NH:30][C:28]([C:13]2[C:12]([NH2:11])=[CH:21][C:20]3[C:15](=[CH:16][C:17]([CH:22]4[CH2:27][CH2:26][O:25][CH2:24][CH2:23]4)=[CH:18][CH:19]=3)[N:14]=2)=[O:29])[CH2:38]1. The catalyst class is: 403. (2) Reactant: Br[C:2]1[CH:10]=[C:9]2[C:5](/[C:6](=[C:12]3\[O:13][C:14]([CH3:24])([CH3:23])[C:15]([N:17]4[CH2:22][CH2:21][O:20][CH2:19][CH2:18]4)=[CH:16]\3)/[C:7](=[O:11])[NH:8]2)=[CH:4][CH:3]=1.N[C:26]1[CH:31]=[CH:30][C:29]([NH:32][C:33](=[O:35])[CH3:34])=[CH:28][CH:27]=1.C1(P(C2C=CC=CC=2C2C=CC=CC=2[N:61](C)C)C2CCCCC2)CCCCC1.[Li+].C[Si]([N-][Si](C)(C)C)(C)C. Product: [CH3:23][C:14]1([CH3:24])[O:13]/[C:12](=[C:6]2/[C:7](=[O:11])[NH:8][C:9]3[C:5]/2=[CH:4][CH:3]=[C:2]([NH:61][C:27]2[CH:28]=[C:29]([NH:32][C:33](=[O:35])[CH3:34])[CH:30]=[CH:31][CH:26]=2)[CH:10]=3)/[CH:16]=[C:15]1[N:17]1[CH2:22][CH2:21][O:20][CH2:19][CH2:18]1. The catalyst class is: 443. (3) Reactant: CS([C:4]1[N:9]=[CH:8][C:7]2=[CH:10][CH:11]=[C:12]([C:13]3[CH:18]=[CH:17][C:16]([S:19]([CH3:22])(=[O:21])=[O:20])=[CH:15][CH:14]=3)[N:6]2[N:5]=1)=O.[CH3:23][N:24]1[CH2:29][CH2:28][N:27]([C:30]2[CH:35]=[CH:34][C:33]([NH2:36])=[CH:32][CH:31]=2)[CH2:26][CH2:25]1.CN1CCCC1=O. Product: [CH3:22][S:19]([C:16]1[CH:17]=[CH:18][C:13]([C:12]2[N:6]3[C:7]([CH:8]=[N:9][C:4]([NH:36][C:33]4[CH:32]=[CH:31][C:30]([N:27]5[CH2:26][CH2:25][N:24]([CH3:23])[CH2:29][CH2:28]5)=[CH:35][CH:34]=4)=[N:5]3)=[CH:10][CH:11]=2)=[CH:14][CH:15]=1)(=[O:21])=[O:20]. The catalyst class is: 5. (4) Reactant: [CH2:1]([O:3][C:4](=[O:18])[CH2:5][CH:6]1[CH2:11][CH2:10][CH:9]([C:12]2[CH:17]=[CH:16][CH:15]=[CH:14][CH:13]=2)[CH2:8][CH2:7]1)[CH3:2].[Al+3].[Cl-].[Cl-].[Cl-].[Br:23][CH2:24][C:25](Br)=[O:26]. Product: [CH2:1]([O:3][C:4](=[O:18])[CH2:5][CH:6]1[CH2:7][CH2:8][CH:9]([C:12]2[CH:17]=[CH:16][C:15]([C:25](=[O:26])[CH2:24][Br:23])=[CH:14][CH:13]=2)[CH2:10][CH2:11]1)[CH3:2]. The catalyst class is: 2. (5) Reactant: [F:1][C:2]1[CH:3]=[C:4]([C:8]2[CH:16]=[CH:15][C:11]([C:12]([OH:14])=O)=[CH:10][N:9]=2)[CH:5]=[CH:6][CH:7]=1.CN(C(ON1N=N[C:27]2[CH:28]=[CH:29][CH:30]=[N:31][C:26]1=2)=[N+](C)C)C.F[P-](F)(F)(F)(F)F.C(N(CC)CC)C.C1(N)CCCC1. Product: [CH:26]1([NH:31][C:12](=[O:14])[C:11]2[CH:15]=[CH:16][C:8]([C:4]3[CH:5]=[CH:6][CH:7]=[C:2]([F:1])[CH:3]=3)=[N:9][CH:10]=2)[CH2:27][CH2:28][CH2:29][CH2:30]1. The catalyst class is: 3. (6) Reactant: [C:1]([O:5][C:6]([N:8]1[CH2:13][CH2:12][CH:11]([O:14][C:15]2[CH:20]=[CH:19][C:18]([NH:21][CH2:22]/[CH:23]=[CH:24]/[C:25]3[CH:26]=[C:27]([CH:30]=[CH:31][CH:32]=3)[C:28]#[N:29])=[CH:17][CH:16]=2)[CH2:10][CH2:9]1)=[O:7])([CH3:4])([CH3:3])[CH3:2].C=O.[CH3:35]C(OCC1C2C(=CC=CC=2)C(COC(C)=O)=C2C=1C=CC=C2)=O.C([BH3-])#N.[Na+]. Product: [C:1]([O:5][C:6]([N:8]1[CH2:13][CH2:12][CH:11]([O:14][C:15]2[CH:20]=[CH:19][C:18]([N:21]([CH2:22]/[CH:23]=[CH:24]/[C:25]3[CH:26]=[C:27]([CH:30]=[CH:31][CH:32]=3)[C:28]#[N:29])[CH3:35])=[CH:17][CH:16]=2)[CH2:10][CH2:9]1)=[O:7])([CH3:4])([CH3:2])[CH3:3]. The catalyst class is: 98.